From a dataset of Reaction yield outcomes from USPTO patents with 853,638 reactions. Predict the reaction yield, written as a fraction of the theoretical maximum amount of product (1.0 means a 100% yield; for example, 0.34 means a 34% yield). The reactants are [CH3:1][C:2]([CH3:53])([CH3:52])[CH2:3][C:4]([NH:6][C:7]1[CH:12]=[CH:11][CH:10]=[C:9]([C:13]2[C:21]3[C:16](=[CH:17][CH:18]=[C:19]([C:22]4[N:26]=[CH:25][N:24](C(C5C=CC=CC=5)(C5C=CC=CC=5)C5C=CC=CC=5)[N:23]=4)[CH:20]=3)[N:15](C3CCCCO3)[N:14]=2)[CH:8]=1)=[O:5]. The catalyst is Cl.O1CCOCC1. The product is [NH:24]1[CH:25]=[N:26][C:22]([C:19]2[CH:20]=[C:21]3[C:16](=[CH:17][CH:18]=2)[NH:15][N:14]=[C:13]3[C:9]2[CH:8]=[C:7]([NH:6][C:4](=[O:5])[CH2:3][C:2]([CH3:52])([CH3:1])[CH3:53])[CH:12]=[CH:11][CH:10]=2)=[N:23]1. The yield is 0.290.